This data is from Forward reaction prediction with 1.9M reactions from USPTO patents (1976-2016). The task is: Predict the product of the given reaction. (1) The product is: [F:39][CH:23]([F:22])[O:24][C:25]1[CH:26]=[C:27]([N:31]2[CH:35]=[C:34]([C:36]([NH:1][C:2]3[CH:7]=[CH:6][C:5]([C@@H:8]4[O:13][CH2:12][CH2:11][N:10]([C:14]([O:16][C:17]([CH3:18])([CH3:20])[CH3:19])=[O:15])[CH2:9]4)=[CH:4][C:3]=3[F:21])=[O:37])[CH:33]=[N:32]2)[CH:28]=[CH:29][CH:30]=1. Given the reactants [NH2:1][C:2]1[CH:7]=[CH:6][C:5]([C@@H:8]2[O:13][CH2:12][CH2:11][N:10]([C:14]([O:16][C:17]([CH3:20])([CH3:19])[CH3:18])=[O:15])[CH2:9]2)=[CH:4][C:3]=1[F:21].[F:22][CH:23]([F:39])[O:24][C:25]1[CH:26]=[C:27]([N:31]2[CH:35]=[C:34]([C:36](O)=[O:37])[CH:33]=[N:32]2)[CH:28]=[CH:29][CH:30]=1.CN(C(ON1N=NC2C=CC=CC1=2)=[N+](C)C)C.F[P-](F)(F)(F)(F)F.CN1CCOCC1, predict the reaction product. (2) The product is: [Br:13][C:10]1[CH:11]=[CH:12][C:7]([C:59]([O:62][CH3:63])=[O:61])=[C:8]([CH:14]([CH3:16])[CH3:15])[CH:9]=1. Given the reactants FC(F)(F)S(O[C:7]1[CH:12]=[CH:11][C:10]([Br:13])=[CH:9][C:8]=1[CH:14]([CH3:16])[CH3:15])(=O)=O.C1(P(C2C=CC=CC=2)CCCP(C2C=CC=CC=2)C2C=CC=CC=2)C=CC=CC=1.C(N(CC)CC)C.CS(C)=O.[C:59]([O:62][CH2:63]C)(=[O:61])C, predict the reaction product. (3) Given the reactants [CH3:1][O:2][C:3]1[CH:4]=[C:5]([N:12]2[CH2:17][CH2:16][CH:15]([N:18]3[CH2:23][CH2:22][P:21](=[O:25])([CH3:24])[CH2:20][CH2:19]3)[CH2:14][CH2:13]2)[CH:6]=[CH:7][C:8]=1[N+:9]([O-])=O, predict the reaction product. The product is: [CH3:1][O:2][C:3]1[CH:4]=[C:5]([N:12]2[CH2:17][CH2:16][CH:15]([N:18]3[CH2:19][CH2:20][P:21]([CH3:24])(=[O:25])[CH2:22][CH2:23]3)[CH2:14][CH2:13]2)[CH:6]=[CH:7][C:8]=1[NH2:9]. (4) Given the reactants [Cl:1][C:2]1[CH:3]=[C:4]([C:8]#[C:9][C:10]2[CH2:14][C:13]3([CH2:18][CH2:17][N:16]([C:19]([O:21][CH2:22][CH3:23])=[O:20])[CH2:15]3)[O:12][N:11]=2)[CH:5]=[CH:6][CH:7]=1.ClC1C=C(C#CC2C[C:36]3(CCNC3)[O:35]N=2)C=CC=1, predict the reaction product. The product is: [Cl:1][C:2]1[CH:3]=[C:4]([C:8]#[C:9][C:10]2[CH2:14][C:13]3([CH:18]([O:35][CH3:36])[CH2:17][N:16]([C:19]([O:21][CH2:22][CH3:23])=[O:20])[CH2:15]3)[O:12][N:11]=2)[CH:5]=[CH:6][CH:7]=1. (5) The product is: [Cl:19][C:20]1[CH:21]=[C:22]([CH:30]=[CH:31][C:32]=1[Cl:33])[C:23]([NH:25][CH2:26][C:27]([N:4]1[CH2:5][CH2:6][C:2]([CH3:1])([N:7]2[CH2:12][CH2:11][CH:10]([C:13]3[CH:18]=[CH:17][CH:16]=[CH:15][CH:14]=3)[CH2:9][CH2:8]2)[CH2:3]1)=[O:28])=[O:24].[CH2:3]([NH:4][CH2:5][CH3:6])[CH3:2]. Given the reactants [CH3:1][C:2]1([N:7]2[CH2:12][CH2:11][CH:10]([C:13]3[CH:18]=[CH:17][CH:16]=[CH:15][CH:14]=3)[CH2:9][CH2:8]2)[CH2:6][CH2:5][NH:4][CH2:3]1.[Cl:19][C:20]1[CH:21]=[C:22]([CH:30]=[CH:31][C:32]=1[Cl:33])[C:23]([NH:25][CH2:26][C:27](O)=[O:28])=[O:24].CO.C(O)C, predict the reaction product. (6) Given the reactants [Cl:1][C:2]1[CH:7]=[CH:6][C:5]([C:8]2[S:17][C:11]3[C:12](=[O:16])[NH:13][CH:14]=[CH:15][C:10]=3[CH:9]=2)=[CH:4][CH:3]=1.Br[C:19]1[CH:20]=[CH:21][C:22]([N:25]2[CH2:29][CH2:28][C@@H:27]([NH:30]C3CC3)[CH2:26]2)=[N:23][CH:24]=1.C(=O)([O-])[O-].[Cs+].[Cs+].CNCCNC, predict the reaction product. The product is: [NH2:30][C@@H:27]1[CH2:28][CH2:29][N:25]([C:22]2[N:23]=[CH:24][C:19]([N:13]3[CH:14]=[CH:15][C:10]4[CH:9]=[C:8]([C:5]5[CH:4]=[CH:3][C:2]([Cl:1])=[CH:7][CH:6]=5)[S:17][C:11]=4[C:12]3=[O:16])=[CH:20][CH:21]=2)[CH2:26]1. (7) Given the reactants [Cl:1][C:2]1[CH:3]=[C:4]([N:9]2[C:13]([C:14]3[CH:19]=[C:18]([CH3:20])[CH:17]=[C:16]([F:21])[CH:15]=3)=[CH:12][C:11]([C:22]([O:24]CC)=[O:23])=[N:10]2)[CH:5]=[CH:6][C:7]=1[F:8].ClC1C=C(N2C(C3C=C(F)C=C(Cl)C=3)=CC(C(O)=O)=N2)C=CC=1F, predict the reaction product. The product is: [Cl:1][C:2]1[CH:3]=[C:4]([N:9]2[C:13]([C:14]3[CH:19]=[C:18]([CH3:20])[CH:17]=[C:16]([F:21])[CH:15]=3)=[CH:12][C:11]([C:22]([OH:24])=[O:23])=[N:10]2)[CH:5]=[CH:6][C:7]=1[F:8]. (8) The product is: [CH3:26][C:23]1[C:22]([CH2:27][CH2:28][O:29][CH:31]([C:33]2[CH:38]=[CH:37][CH:36]=[CH:35][CH:34]=2)[CH3:32])=[C:21]([C:18]2[CH:19]=[CH:20][C:15]([C:12]3[CH:13]=[CH:14][C:9]([C:6]4([C:4]([OH:3])=[O:5])[CH2:8][CH2:7]4)=[CH:10][CH:11]=3)=[CH:16][CH:17]=2)[O:25][N:24]=1. Given the reactants C([O:3][C:4]([C:6]1([C:9]2[CH:14]=[CH:13][C:12]([C:15]3[CH:20]=[CH:19][C:18]([C:21]4[O:25][N:24]=[C:23]([CH3:26])[C:22]=4[CH2:27][CH2:28][OH:29])=[CH:17][CH:16]=3)=[CH:11][CH:10]=2)[CH2:8][CH2:7]1)=[O:5])C.Br[CH:31]([C:33]1[CH:38]=[CH:37][CH:36]=[CH:35][CH:34]=1)[CH3:32], predict the reaction product. (9) Given the reactants [F:1][C:2]1[C:7]([F:8])=[CH:6][CH:5]=[CH:4][C:3]=1[C:9]1[N:14]=[C:13]([N:15]2[CH2:20][CH2:19][N:18](C(OC(C)(C)C)=O)[CH2:17][CH2:16]2)[CH:12]=[CH:11][N:10]=1.C(OCC)(=O)C.Cl, predict the reaction product. The product is: [F:1][C:2]1[C:7]([F:8])=[CH:6][CH:5]=[CH:4][C:3]=1[C:9]1[N:14]=[C:13]([N:15]2[CH2:20][CH2:19][NH:18][CH2:17][CH2:16]2)[CH:12]=[CH:11][N:10]=1. (10) Given the reactants [CH3:1][C:2]1[S:3][CH:4]=[C:5]([C:7]([N:9]2[CH2:14][C:13]3([CH2:19][CH2:18][N:17]([CH2:20][C:21]4[CH:22]=[C:23]([CH:32]=[CH:33][CH:34]=4)[CH2:24][CH2:25][O:26][CH2:27][CH2:28][C:29](O)=[O:30])[CH2:16][CH2:15]3)[O:12][CH2:11][CH2:10]2)=[O:8])[N:6]=1.[CH3:35][O:36][CH:37]([O:46][CH3:47])[CH2:38][NH:39][CH:40]1[CH2:45][CH2:44][CH2:43][CH2:42][CH2:41]1.C(N(CC)CC)C.C(P1(=O)OP(CCC)(=O)OP(CCC)(=O)O1)CC, predict the reaction product. The product is: [CH3:24][CH2:23][CH2:22][CH:21]([CH3:34])[CH3:20].[CH:40]1([N:39]([CH2:38][CH:37]([O:46][CH3:47])[O:36][CH3:35])[C:29](=[O:30])[CH2:28][CH2:27][O:26][CH2:25][CH2:24][C:23]2[CH:32]=[CH:33][CH:34]=[C:21]([CH2:20][N:17]3[CH2:18][CH2:19][C:13]4([O:12][CH2:11][CH2:10][N:9]([C:7]([C:5]5[N:6]=[C:2]([CH3:1])[S:3][CH:4]=5)=[O:8])[CH2:14]4)[CH2:15][CH2:16]3)[CH:22]=2)[CH2:45][CH2:44][CH2:43][CH2:42][CH2:41]1.